This data is from Full USPTO retrosynthesis dataset with 1.9M reactions from patents (1976-2016). The task is: Predict the reactants needed to synthesize the given product. (1) Given the product [S:17]([CH:4]([OH:5])[C:3]([CH:8]([S:17]([CH3:20])(=[O:19])=[O:18])[OH:9])([CH:6]([S:17]([CH3:20])(=[O:19])=[O:18])[OH:7])[CH:2]([S:17]([CH3:20])(=[O:19])=[O:18])[OH:1])([CH3:20])(=[O:19])=[O:18], predict the reactants needed to synthesize it. The reactants are: [OH:1][CH2:2][C:3]([CH2:8][OH:9])([CH2:6][OH:7])[CH2:4][OH:5].C(N(CC)CC)C.[S:17](Cl)([CH3:20])(=[O:19])=[O:18]. (2) The reactants are: [CH2:1]([NH2:8])[C:2]1[CH:7]=[CH:6][CH:5]=[CH:4][CH:3]=1.[CH3:9][C:10]([CH3:14])=[CH:11][CH:12]=O. Given the product [CH3:9][C:10]([CH3:14])=[CH:11][CH:12]=[N:8][CH2:1][C:2]1[CH:7]=[CH:6][CH:5]=[CH:4][CH:3]=1, predict the reactants needed to synthesize it. (3) Given the product [Br:1][C:2]1[S:6][C:5]([CH2:7][NH:8][S:16]([C:12]2[CH:13]=[CH:14][CH:15]=[C:10]([Cl:9])[CH:11]=2)(=[O:18])=[O:17])=[CH:4][CH:3]=1, predict the reactants needed to synthesize it. The reactants are: [Br:1][C:2]1[S:6][C:5]([CH2:7][NH2:8])=[CH:4][CH:3]=1.[Cl:9][C:10]1[CH:11]=[C:12]([S:16](Cl)(=[O:18])=[O:17])[CH:13]=[CH:14][CH:15]=1.C(N(CC)C(C)C)(C)C. (4) Given the product [Cl:34][C:28]1[CH:29]=[C:30]([Cl:33])[CH:31]=[CH:32][C:27]=1[CH2:26][CH2:25][O:24][C:18]1[CH:17]=[C:16]([CH:21]=[CH:20][C:19]=1[O:22][CH3:23])[C:15]([NH:14][CH:11]1[CH2:12][CH2:13][NH:8][CH2:9][CH2:10]1)=[O:35], predict the reactants needed to synthesize it. The reactants are: C(OC([N:8]1[CH2:13][CH2:12][CH:11]([NH:14][C:15](=[O:35])[C:16]2[CH:21]=[CH:20][C:19]([O:22][CH3:23])=[C:18]([O:24][CH2:25][CH2:26][C:27]3[CH:32]=[CH:31][C:30]([Cl:33])=[CH:29][C:28]=3[Cl:34])[CH:17]=2)[CH2:10][CH2:9]1)=O)(C)(C)C.C1(C)C=CC=CC=1.